Dataset: Forward reaction prediction with 1.9M reactions from USPTO patents (1976-2016). Task: Predict the product of the given reaction. (1) Given the reactants [N:1]1([CH2:6][CH2:7][N:8]2[CH:12]=[C:11]([N+:13]([O-])=O)[CH:10]=[N:9]2)[CH:5]=[CH:4][CH:3]=[N:2]1, predict the reaction product. The product is: [N:1]1([CH2:6][CH2:7][N:8]2[CH:12]=[C:11]([NH2:13])[CH:10]=[N:9]2)[CH:5]=[CH:4][CH:3]=[N:2]1. (2) The product is: [CH3:14][C:12]1[C:11]([C:15]([F:16])([F:17])[F:18])=[CH:10][C:9]2[NH:19][C:26](=[O:43])[CH2:27][C:28]([C:30]3[CH:35]=[CH:34][CH:33]=[C:32]([C:36]4[CH:41]=[C:40]([CH3:42])[N:39]=[CH:38][N:37]=4)[CH:31]=3)=[N:7][C:8]=2[CH:13]=1. Given the reactants C(OC(=O)[NH:7][C:8]1[CH:13]=[C:12]([CH3:14])[C:11]([C:15]([F:18])([F:17])[F:16])=[CH:10][C:9]=1[NH2:19])(C)(C)C.C(O[C:26](=[O:43])[CH2:27][C:28]([C:30]1[CH:35]=[CH:34][CH:33]=[C:32]([C:36]2[CH:41]=[C:40]([CH3:42])[N:39]=[CH:38][N:37]=2)[CH:31]=1)=O)(C)(C)C, predict the reaction product. (3) Given the reactants Cl.[NH2:2][C:3]1([C:7]([OH:9])=[O:8])[CH2:6][CH2:5][CH2:4]1.S(Cl)([Cl:12])=O.[CH3:14]O, predict the reaction product. The product is: [ClH:12].[CH3:14][O:8][C:7]([C:3]1([NH2:2])[CH2:6][CH2:5][CH2:4]1)=[O:9]. (4) Given the reactants [CH2:1]([O:3][CH2:4][C:5](=O)[CH:6]([C:9]1[CH:14]=[CH:13][C:12]([CH3:15])=[CH:11][CH:10]=1)[C:7]#[N:8])[CH3:2].Cl.Cl.[NH2:19][NH2:20], predict the reaction product. The product is: [CH2:1]([O:3][CH2:4][C:5]1[C:6]([C:9]2[CH:14]=[CH:13][C:12]([CH3:15])=[CH:11][CH:10]=2)=[C:7]([NH2:8])[NH:20][N:19]=1)[CH3:2]. (5) Given the reactants [C:1](Cl)(=[O:5])[CH2:2][CH2:3][CH3:4].[OH:7][C@@H:8]1[C:25]2[C:24]3[N:23]([CH3:26])[C:22]4[N:21]=[C:20]5[CH:27]=[CH:28][CH:29]=[CH:30][C:19]5=[CH:18][C:17]=4[C:16](=[O:31])[C:15]=3[C:14]([O:32][CH3:33])=[CH:13][C:12]=2[O:11][C:10]([CH3:35])([CH3:34])[C@@H:9]1[OH:36], predict the reaction product. The product is: [C:1]([O:36][C@@H:9]1[C@H:8]([OH:7])[C:25]2[C:24]3[N:23]([CH3:26])[C:22]4[N:21]=[C:20]5[CH:27]=[CH:28][CH:29]=[CH:30][C:19]5=[CH:18][C:17]=4[C:16](=[O:31])[C:15]=3[C:14]([O:32][CH3:33])=[CH:13][C:12]=2[O:11][C:10]1([CH3:34])[CH3:35])(=[O:5])[CH2:2][CH2:3][CH3:4]. (6) Given the reactants C(O)(=[O:4])CC.C1(P(N=[N+]=[N-])(C2C=CC=CC=2)=O)C=CC=CC=1.C([N:25]([CH2:28]C)[CH2:26][CH3:27])C.[NH2:30][C:31]1[S:32][C:33]([C:42]([O:44][CH2:45][CH3:46])=[O:43])=[C:34]([CH3:41])[C:35]=1[C:36]([O:38][CH2:39][CH3:40])=[O:37], predict the reaction product. The product is: [CH2:45]([O:44][C:42]([C:33]1[S:32][C:31]([NH:30][C:28]([NH:25][CH2:26][CH3:27])=[O:4])=[C:35]([C:36]([O:38][CH2:39][CH3:40])=[O:37])[C:34]=1[CH3:41])=[O:43])[CH3:46]. (7) Given the reactants [CH3:1][S:2](Cl)(=[O:4])=[O:3].CN1C(=O)CCC1.[CH3:13][C:14]([CH3:34])([CH3:33])[CH2:15][N:16]1[C:24]2[C:19](=[N:20][C:21]([CH:25]3[CH2:30][CH2:29][CH2:28][NH:27][CH2:26]3)=[CH:22][CH:23]=2)[N:18]([CH3:31])[C:17]1=[O:32].CCN(C(C)C)C(C)C, predict the reaction product. The product is: [CH3:13][C:14]([CH3:34])([CH3:33])[CH2:15][N:16]1[C:24]2[C:19](=[N:20][C:21]([CH:25]3[CH2:30][CH2:29][CH2:28][N:27]([S:2]([CH3:1])(=[O:4])=[O:3])[CH2:26]3)=[CH:22][CH:23]=2)[N:18]([CH3:31])[C:17]1=[O:32].